Dataset: Full USPTO retrosynthesis dataset with 1.9M reactions from patents (1976-2016). Task: Predict the reactants needed to synthesize the given product. (1) Given the product [NH:17]1[C:21]2=[N+:22]([O-:26])[CH:23]=[CH:24][CH:25]=[C:20]2[CH:19]=[CH:18]1, predict the reactants needed to synthesize it. The reactants are: C(=O)([O-])[O-].[K+].[K+].ClC1C=C(C=CC=1)C(O)=O.[NH:17]1[C:21]2=[N+:22]([O-:26])[CH:23]=[CH:24][CH:25]=[C:20]2[CH:19]=[CH:18]1. (2) Given the product [CH3:3][C:2]([CH3:32])([O:4][C:5]([NH:7][C@@H:8]([CH2:13][CH2:14][CH2:15][CH:16]1[CH2:21][CH2:20][N:19]([C:22]([O:24][CH2:25][C:26]2[CH:27]=[CH:28][CH:29]=[CH:30][CH:31]=2)=[O:23])[CH2:18][CH2:17]1)[C:9]([OH:11])=[O:10])=[O:6])[CH3:1], predict the reactants needed to synthesize it. The reactants are: [CH3:1][C:2]([CH3:32])([O:4][C:5]([NH:7][C@@H:8]([CH2:13][CH2:14][CH2:15][CH:16]1[CH2:21][CH2:20][N:19]([C:22]([O:24][CH2:25][C:26]2[CH:31]=[CH:30][CH:29]=[CH:28][CH:27]=2)=[O:23])[CH2:18][CH2:17]1)[C:9]([O:11]C)=[O:10])=[O:6])[CH3:3].O.[OH-].[Li+]. (3) Given the product [CH3:7][C:6]1[NH:17][N:16]([C:18]2[CH:23]=[CH:22][CH:21]=[CH:20][N:19]=2)[C:4](=[O:15])[C:5]=1[C:9]1[CH:10]=[N:11][CH:12]=[CH:13][CH:14]=1, predict the reactants needed to synthesize it. The reactants are: C(O[C:4](=[O:15])[CH:5]([C:9]1[CH:10]=[N:11][CH:12]=[CH:13][CH:14]=1)[C:6](=O)[CH3:7])C.[NH:16]([C:18]1[CH:23]=[CH:22][CH:21]=[CH:20][N:19]=1)[NH2:17].CC[O-].[Na+].Cl. (4) The reactants are: [Cl:1][C:2]1[N:3]([S:16]([C:19]2[CH:24]=[CH:23][CH:22]=[CH:21][CH:20]=2)(=[O:18])=[O:17])[C:4]([C:10]2[CH:15]=[CH:14][CH:13]=[CH:12][CH:11]=2)=[C:5]([F:9])[C:6]=1[CH2:7][OH:8].C[N+]1([O-])CCOCC1. Given the product [Cl:1][C:2]1[N:3]([S:16]([C:19]2[CH:24]=[CH:23][CH:22]=[CH:21][CH:20]=2)(=[O:18])=[O:17])[C:4]([C:10]2[CH:11]=[CH:12][CH:13]=[CH:14][CH:15]=2)=[C:5]([F:9])[C:6]=1[CH:7]=[O:8], predict the reactants needed to synthesize it. (5) Given the product [Cl:1][C:2]1[C:7]([F:8])=[CH:6][CH:5]=[C:4]([Cl:9])[C:3]=1[CH:10]([O:12][C:13]1[C:18]([NH:19][CH2:39][CH2:40][CH3:41])=[N:17][CH:16]=[C:15]([C:20]2[CH:21]=[N:22][N:23]([CH:25]3[CH2:26][CH2:27][NH:28][CH2:29][CH2:30]3)[CH:24]=2)[CH:14]=1)[CH3:11], predict the reactants needed to synthesize it. The reactants are: [Cl:1][C:2]1[C:7]([F:8])=[CH:6][CH:5]=[C:4]([Cl:9])[C:3]=1[CH:10]([O:12][C:13]1[CH:14]=[C:15]([C:20]2[CH:21]=[N:22][N:23]([CH:25]3[CH2:30][CH2:29][N:28](C(OC(C)(C)C)=O)[CH2:27][CH2:26]3)[CH:24]=2)[CH:16]=[N:17][C:18]=1[NH2:19])[CH3:11].I[CH2:39][CH2:40][CH3:41]. (6) Given the product [CH3:40][C:39]([CH3:42])([CH3:41])[CH2:38][O:43][C:5]1[N:10]=[C:9]([O:11][C:12]2[CH:13]=[N:14][CH:15]=[CH:16][CH:17]=2)[C:8]([C:18]2[CH:23]=[CH:22][C:21]([Cl:24])=[CH:20][CH:19]=2)=[C:7]([C:25]2[CH:30]=[CH:29][C:28]([Cl:31])=[CH:27][C:26]=2[Cl:32])[N:6]=1, predict the reactants needed to synthesize it. The reactants are: CS([C:5]1[N:10]=[C:9]([O:11][C:12]2[CH:13]=[N:14][CH:15]=[CH:16][CH:17]=2)[C:8]([C:18]2[CH:23]=[CH:22][C:21]([Cl:24])=[CH:20][CH:19]=2)=[C:7]([C:25]2[CH:30]=[CH:29][C:28]([Cl:31])=[CH:27][C:26]=2[Cl:32])[N:6]=1)(=O)=O.C([Li])CCC.[CH2:38]([OH:43])[C:39]([CH3:42])([CH3:41])[CH3:40]. (7) Given the product [C:28]([C:30]1[CH:31]=[C:32]([CH:35]=[CH:36][CH:37]=1)[CH2:33][N:14]1[C:15]2[C:10](=[CH:9][C:8]([C:5]3[CH:4]=[CH:3][C:2]([F:1])=[CH:7][CH:6]=3)=[CH:17][CH:16]=2)[CH2:11][CH:12]([NH:18][S:19]([C:22]2[CH:23]=[CH:24][CH:25]=[CH:26][CH:27]=2)(=[O:20])=[O:21])[CH2:13]1)#[N:29], predict the reactants needed to synthesize it. The reactants are: [F:1][C:2]1[CH:7]=[CH:6][C:5]([C:8]2[CH:9]=[C:10]3[C:15](=[CH:16][CH:17]=2)[NH:14][CH2:13][CH:12]([NH:18][S:19]([C:22]2[CH:27]=[CH:26][CH:25]=[CH:24][CH:23]=2)(=[O:21])=[O:20])[CH2:11]3)=[CH:4][CH:3]=1.[C:28]([C:30]1[CH:31]=[C:32]([CH:35]=[CH:36][CH:37]=1)[CH:33]=O)#[N:29].C(N1C2C(=CC(Cl)=CC=2)CC(NC(=O)OC(C)(C)C)C1)C1C=CC=CC=1. (8) Given the product [C:25]([O:29][C:30](=[O:47])[NH:31][CH:32]1[CH2:37][CH2:36][CH:35]([O:38][C:39]2[CH:44]=[CH:43][C:42]([NH:45][C:22]3[C:23]4[N:15]([CH2:14][CH2:13][O:12][CH2:11][CH2:10][OH:9])[CH:16]=[CH:17][C:18]=4[N:19]=[CH:20][N:21]=3)=[CH:41][C:40]=2[Cl:46])[CH2:34][CH2:33]1)([CH3:28])([CH3:26])[CH3:27], predict the reactants needed to synthesize it. The reactants are: C([O:9][CH2:10][CH2:11][O:12][CH2:13][CH2:14][N:15]1[C:23]2[C:22](Cl)=[N:21][CH:20]=[N:19][C:18]=2[CH:17]=[CH:16]1)(=O)C1C=CC=CC=1.[C:25]([O:29][C:30](=[O:47])[NH:31][CH:32]1[CH2:37][CH2:36][CH:35]([O:38][C:39]2[CH:44]=[CH:43][C:42]([NH2:45])=[CH:41][C:40]=2[Cl:46])[CH2:34][CH2:33]1)([CH3:28])([CH3:27])[CH3:26].